From a dataset of Full USPTO retrosynthesis dataset with 1.9M reactions from patents (1976-2016). Predict the reactants needed to synthesize the given product. (1) Given the product [F:11][C:12]1[CH:17]=[C:16]([O:18][CH3:19])[CH:15]=[C:14]([F:20])[C:13]=1[C:2]1[N:7]=[C:6]([C:8]([OH:10])=[O:9])[CH:5]=[CH:4][CH:3]=1, predict the reactants needed to synthesize it. The reactants are: Br[C:2]1[N:7]=[C:6]([C:8]([OH:10])=[O:9])[CH:5]=[CH:4][CH:3]=1.[F:11][C:12]1[CH:17]=[C:16]([O:18][CH3:19])[CH:15]=[C:14]([F:20])[C:13]=1B(O)O. (2) Given the product [CH:20]1([C:23]2[O:6][N:5]=[C:4]([C:3]3[C:2]([Cl:1])=[CH:10][CH:9]=[CH:8][C:7]=3[Cl:11])[C:24]=2[C:25]([O:27][CH2:28][CH3:29])=[O:26])[CH2:22][CH2:21]1, predict the reactants needed to synthesize it. The reactants are: [Cl:1][C:2]1[CH:10]=[CH:9][CH:8]=[C:7]([Cl:11])[C:3]=1[CH:4]=[N:5][OH:6].ClN1C(=O)CCC1=O.[CH:20]1([C:23](=O)[CH2:24][C:25]([O:27][CH2:28][CH3:29])=[O:26])[CH2:22][CH2:21]1.[O-]CC.[Na+]. (3) Given the product [CH3:1][O:2][C:3](=[O:36])[NH:4][CH:5]([C:9]([N:11]1[CH:12]([C:16]2[NH:17][C:18]([C:21]3[CH:22]=[CH:23][C:24]([B:27]4[O:28][C:29]([CH3:34])([CH3:35])[C:30]([CH3:33])([CH3:32])[O:31]4)=[CH:25][CH:26]=3)=[CH:19][N:20]=2)[CH:13]2[CH2:14][CH:15]1[CH2:37][CH2:38]2)=[O:10])[CH:6]([CH3:8])[CH3:7], predict the reactants needed to synthesize it. The reactants are: [CH3:1][O:2][C:3](=[O:36])[NH:4][CH:5]([C:9]([N:11]1[CH2:15][CH2:14][CH2:13][CH:12]1[C:16]1[NH:17][C:18]([C:21]2[CH:26]=[CH:25][C:24]([B:27]3[O:31][C:30]([CH3:33])([CH3:32])[C:29]([CH3:35])([CH3:34])[O:28]3)=[CH:23][CH:22]=2)=[CH:19][N:20]=1)=[O:10])[CH:6]([CH3:8])[CH3:7].[C:37](OC(N1C(C(O)=O)C2CC1CC2)=O)(C)(C)[CH3:38]. (4) The reactants are: I[C:2]1[CH:3]=[CH:4][C:5](/[CH:8]=[CH:9]/[CH2:10][OH:11])=[N:6][CH:7]=1.[Cl:12][C:13]1[CH:18]=[CH:17][C:16]([C:19]2[CH:20]=[CH:21][C:22]([C:25]#[CH:26])=[N:23][CH:24]=2)=[CH:15][CH:14]=1. Given the product [Cl:12][C:13]1[CH:14]=[CH:15][C:16]([C:19]2[CH:20]=[CH:21][C:22]([C:25]#[C:26][C:2]3[CH:3]=[CH:4][C:5](/[CH:8]=[CH:9]/[CH2:10][OH:11])=[N:6][CH:7]=3)=[N:23][CH:24]=2)=[CH:17][CH:18]=1, predict the reactants needed to synthesize it.